Predict the product of the given reaction. From a dataset of Forward reaction prediction with 1.9M reactions from USPTO patents (1976-2016). (1) Given the reactants [NH2:1][C:2]1[CH:7]=[C:6]([Br:8])[CH:5]=[CH:4][C:3]=1[OH:9].[CH3:10][O:11][C:12]1[CH:13]=[C:14]([CH:18]=[CH:19][C:20]=1[C:21]1[CH:26]=[CH:25][CH:24]=[CH:23][N:22]=1)[C:15](O)=O, predict the reaction product. The product is: [Br:8][C:6]1[CH:5]=[CH:4][C:3]2[O:9][C:15]([C:14]3[CH:18]=[CH:19][C:20]([C:21]4[CH:26]=[CH:25][CH:24]=[CH:23][N:22]=4)=[C:12]([O:11][CH3:10])[CH:13]=3)=[N:1][C:2]=2[CH:7]=1. (2) Given the reactants [CH3:1][S:2]([NH:5][C:6]1[CH:11]=[CH:10][C:9]([O:12][CH2:13][C@H:14]2[O:16][CH2:15]2)=[CH:8][CH:7]=1)(=[O:4])=[O:3].[C:17](=O)([O-])[O-].[K+].[K+].CI, predict the reaction product. The product is: [CH3:17][N:5]([S:2]([CH3:1])(=[O:3])=[O:4])[C:6]1[CH:7]=[CH:8][C:9]([O:12][CH2:13][C@H:14]2[O:16][CH2:15]2)=[CH:10][CH:11]=1. (3) Given the reactants Br[C:2]1[CH:6]=[CH:5][S:4][CH:3]=1.[Li]CCCC.[S:12]1[CH:16]=[CH:15][CH:14]=[C:13]1C=O.[NH4+].[Cl-].[O:21]1CCC[CH2:22]1, predict the reaction product. The product is: [S:4]1[CH:5]=[CH:6][C:2]([CH:22]([C:15]2[CH:14]=[CH:13][S:12][CH:16]=2)[OH:21])=[CH:3]1. (4) Given the reactants [OH:1][C:2]1[CH:3]=[CH:4][C:5]2[O:9][C@@H:8]3[C@@H:10]([C:11]([O:13][CH2:14][CH3:15])=[O:12])[C@@H:7]3[C:6]=2[CH:16]=1.F[C:18]1[CH:27]=[CH:26][N:25]=[C:24]2[C:19]=1[CH2:20][CH2:21][C:22](=[O:28])[NH:23]2.C(=O)([O-])[O-].[Cs+].[Cs+], predict the reaction product. The product is: [O:28]=[C:22]1[NH:23][C:24]2[N:25]=[CH:26][CH:27]=[C:18]([O:1][C:2]3[CH:3]=[CH:4][C:5]4[O:9][C@@H:8]5[C@@H:10]([C:11]([O:13][CH2:14][CH3:15])=[O:12])[C@@H:7]5[C:6]=4[CH:16]=3)[C:19]=2[CH2:20][CH2:21]1. (5) Given the reactants [CH3:1][O:2][C:3]1[CH:8]=[CH:7][C:6]([C:9]2([C:14](Cl)=[O:15])[CH2:11][C:10]2([CH3:13])[CH3:12])=[CH:5][CH:4]=1.Cl.[NH2:18][C:19]1[N:24]=[C:23]([C:25]2[CH:30]=[CH:29][C:28]([S:31]([NH:34][CH3:35])(=[O:33])=[O:32])=[CH:27][CH:26]=2)[CH:22]=[CH:21][CH:20]=1, predict the reaction product. The product is: [CH3:1][O:2][C:3]1[CH:8]=[CH:7][C:6]([C:9]2([C:14]([NH:18][C:19]3[CH:20]=[CH:21][CH:22]=[C:23]([C:25]4[CH:26]=[CH:27][C:28]([S:31](=[O:33])(=[O:32])[NH:34][CH3:35])=[CH:29][CH:30]=4)[N:24]=3)=[O:15])[CH2:11][C:10]2([CH3:13])[CH3:12])=[CH:5][CH:4]=1. (6) Given the reactants [C:1]([NH:18][CH2:19][CH2:20][C:21]([OH:23])=[O:22])(OCC1C2C(=CC=CC=2)C2C1=CC=CC=2)=[O:2].N1CCCCC1.[CH:30]1[C:42]2[CH:41]([CH2:43][O:44][C:45]([NH:47][CH2:48][C:49]3[CH:57]=[CH:56][C:52](C(O)=O)=[CH:51][CH:50]=3)=[O:46])[C:40]3[C:35](=[CH:36][CH:37]=[CH:38][CH:39]=3)[C:34]=2[CH:33]=[CH:32][CH:31]=1.F[P-](F)(F)(F)(F)F.Br[P+](N1CCCC1)(N1CCCC1)N1CCCC1, predict the reaction product. The product is: [CH:30]1[C:42]2[CH:41]([CH2:43][O:44][C:45]([NH:47][CH2:48][C:49]3[CH:50]=[CH:51][C:52]([C:1]([NH:18][CH2:19][CH2:20][C:21]([OH:23])=[O:22])=[O:2])=[CH:56][CH:57]=3)=[O:46])[C:40]3[C:35](=[CH:36][CH:37]=[CH:38][CH:39]=3)[C:34]=2[CH:33]=[CH:32][CH:31]=1. (7) Given the reactants [CH2:1]([O:3][C:4](=[O:18])[CH2:5][CH2:6][C:7]([C:9]1[CH:14]=[CH:13][C:12]([Br:15])=[CH:11][C:10]=1[O:16][CH3:17])=O)[CH3:2].FC(F)(F)C(O)=O.C([SiH](CC)CC)C.C(=O)(O)[O-].[Na+], predict the reaction product. The product is: [CH2:1]([O:3][C:4](=[O:18])[CH2:5][CH2:6][CH2:7][C:9]1[CH:14]=[CH:13][C:12]([Br:15])=[CH:11][C:10]=1[O:16][CH3:17])[CH3:2]. (8) Given the reactants C([O:5][C@H:6]([C@H:8]1[CH2:12][O:11][C:10](=[O:13])[N:9]1[C:14]1[CH:19]=[CH:18][N:17]=[C:16]([F:20])[N:15]=1)[CH3:7])(C)(C)C.C(O)(C(F)(F)F)=O, predict the reaction product. The product is: [F:20][C:16]1[N:15]=[C:14]([N:9]2[C@@H:8]([C@@H:6]([OH:5])[CH3:7])[CH2:12][O:11][C:10]2=[O:13])[CH:19]=[CH:18][N:17]=1.